Dataset: Forward reaction prediction with 1.9M reactions from USPTO patents (1976-2016). Task: Predict the product of the given reaction. (1) Given the reactants [Cl:1][C:2]1[CH:40]=[CH:39][CH:38]=[C:37]([Cl:41])[C:3]=1[CH2:4][C:5]1[CH:14]=[C:13]([NH:15][C:16]2[CH:21]=[CH:20][C:19]([N:22]3[CH2:27][CH2:26][N:25](C(OC(C)(C)C)=O)[CH2:24][CH2:23]3)=[C:18]([F:35])[CH:17]=2)[C:12]2[C:11](=[O:36])[NH:10][CH:9]=[CH:8][C:7]=2[N:6]=1.FC(F)(F)C(O)=O, predict the reaction product. The product is: [Cl:41][C:37]1[CH:38]=[CH:39][CH:40]=[C:2]([Cl:1])[C:3]=1[CH2:4][C:5]1[CH:14]=[C:13]([NH:15][C:16]2[CH:21]=[CH:20][C:19]([N:22]3[CH2:27][CH2:26][NH:25][CH2:24][CH2:23]3)=[C:18]([F:35])[CH:17]=2)[C:12]2[C:11](=[O:36])[NH:10][CH:9]=[CH:8][C:7]=2[N:6]=1. (2) Given the reactants [C:1](/[C:3](=[C:7](/[N:9]1[CH2:15][CH2:14][CH2:13][N:12]([C:16]2[CH:21]=[CH:20][CH:19]=[CH:18][N:17]=2)[CH2:11][CH2:10]1)\[CH3:8])/[C:4](=[S:6])[NH2:5])#[N:2].[CH3:22]OC(OC)N(C)C, predict the reaction product. The product is: [N:17]1[CH:18]=[CH:19][CH:20]=[CH:21][C:16]=1[N:12]1[CH2:13][CH2:14][CH2:15][N:9]([C:7]2[CH:8]=[CH:22][NH:5][C:4](=[S:6])[C:3]=2[C:1]#[N:2])[CH2:10][CH2:11]1. (3) Given the reactants [N:1]1([C:6]2[CH:11]=[CH:10][C:9]([OH:12])=[CH:8][CH:7]=2)[CH:5]=[CH:4][N:3]=[CH:2]1.[I:13]I.S([O-])([O-])(=O)=S.[Na+].[Na+], predict the reaction product. The product is: [N:1]1([C:6]2[CH:11]=[CH:10][C:9]([OH:12])=[C:8]([I:13])[CH:7]=2)[CH:5]=[CH:4][N:3]=[CH:2]1. (4) Given the reactants [O:1]1[CH2:6][CH2:5][CH2:4][CH2:3][CH:2]1[O:7][C:8]1[CH:15]=[CH:14][C:11]([CH:12]=O)=[CH:10][CH:9]=1.[CH3:16]C(C)([O-])C.[K+], predict the reaction product. The product is: [O:1]1[CH2:6][CH2:5][CH2:4][CH2:3][CH:2]1[O:7][C:8]1[CH:15]=[CH:14][C:11]([CH:12]=[CH2:16])=[CH:10][CH:9]=1.